Dataset: NCI-60 drug combinations with 297,098 pairs across 59 cell lines. Task: Regression. Given two drug SMILES strings and cell line genomic features, predict the synergy score measuring deviation from expected non-interaction effect. (1) Drug 1: C(=O)(N)NO. Drug 2: C1CNP(=O)(OC1)N(CCCl)CCCl. Cell line: SNB-75. Synergy scores: CSS=5.28, Synergy_ZIP=-2.48, Synergy_Bliss=-2.49, Synergy_Loewe=1.50, Synergy_HSA=0.277. (2) Drug 1: C1=CC(=CC=C1C#N)C(C2=CC=C(C=C2)C#N)N3C=NC=N3. Drug 2: C1CC(C1)(C(=O)O)C(=O)O.[NH2-].[NH2-].[Pt+2]. Cell line: OVCAR3. Synergy scores: CSS=18.5, Synergy_ZIP=-6.03, Synergy_Bliss=-2.38, Synergy_Loewe=-6.58, Synergy_HSA=-0.808. (3) Drug 1: CC1OCC2C(O1)C(C(C(O2)OC3C4COC(=O)C4C(C5=CC6=C(C=C35)OCO6)C7=CC(=C(C(=C7)OC)O)OC)O)O. Cell line: UACC-257. Drug 2: C1=CC(=CC=C1CC(C(=O)O)N)N(CCCl)CCCl.Cl. Synergy scores: CSS=11.9, Synergy_ZIP=-0.472, Synergy_Bliss=10.0, Synergy_Loewe=5.09, Synergy_HSA=6.86. (4) Drug 1: C1CCN(CC1)CCOC2=CC=C(C=C2)C(=O)C3=C(SC4=C3C=CC(=C4)O)C5=CC=C(C=C5)O. Drug 2: CN(C)N=NC1=C(NC=N1)C(=O)N. Cell line: RPMI-8226. Synergy scores: CSS=-1.65, Synergy_ZIP=-0.0416, Synergy_Bliss=4.67, Synergy_Loewe=-0.353, Synergy_HSA=0.105. (5) Drug 1: CN(C)C1=NC(=NC(=N1)N(C)C)N(C)C. Drug 2: C1=CN(C=N1)CC(O)(P(=O)(O)O)P(=O)(O)O. Synergy scores: CSS=-3.37, Synergy_ZIP=3.16, Synergy_Bliss=2.89, Synergy_Loewe=-1.39, Synergy_HSA=-2.19. Cell line: MDA-MB-435. (6) Drug 1: CCCCCOC(=O)NC1=NC(=O)N(C=C1F)C2C(C(C(O2)C)O)O. Drug 2: CC1=C(N=C(N=C1N)C(CC(=O)N)NCC(C(=O)N)N)C(=O)NC(C(C2=CN=CN2)OC3C(C(C(C(O3)CO)O)O)OC4C(C(C(C(O4)CO)O)OC(=O)N)O)C(=O)NC(C)C(C(C)C(=O)NC(C(C)O)C(=O)NCCC5=NC(=CS5)C6=NC(=CS6)C(=O)NCCC[S+](C)C)O. Cell line: 786-0. Synergy scores: CSS=33.5, Synergy_ZIP=-2.65, Synergy_Bliss=-0.706, Synergy_Loewe=-37.2, Synergy_HSA=-0.0767. (7) Drug 1: CC1=C(C=C(C=C1)C(=O)NC2=CC(=CC(=C2)C(F)(F)F)N3C=C(N=C3)C)NC4=NC=CC(=N4)C5=CN=CC=C5. Drug 2: CS(=O)(=O)CCNCC1=CC=C(O1)C2=CC3=C(C=C2)N=CN=C3NC4=CC(=C(C=C4)OCC5=CC(=CC=C5)F)Cl. Cell line: SK-OV-3. Synergy scores: CSS=9.30, Synergy_ZIP=-2.50, Synergy_Bliss=2.55, Synergy_Loewe=-7.82, Synergy_HSA=-6.70. (8) Drug 1: CCCCC(=O)OCC(=O)C1(CC(C2=C(C1)C(=C3C(=C2O)C(=O)C4=C(C3=O)C=CC=C4OC)O)OC5CC(C(C(O5)C)O)NC(=O)C(F)(F)F)O. Drug 2: CN(CC1=CN=C2C(=N1)C(=NC(=N2)N)N)C3=CC=C(C=C3)C(=O)NC(CCC(=O)O)C(=O)O. Cell line: SN12C. Synergy scores: CSS=69.1, Synergy_ZIP=7.05, Synergy_Bliss=7.13, Synergy_Loewe=-2.09, Synergy_HSA=7.79.